This data is from Peptide-MHC class I binding affinity with 185,985 pairs from IEDB/IMGT. The task is: Regression. Given a peptide amino acid sequence and an MHC pseudo amino acid sequence, predict their binding affinity value. This is MHC class I binding data. The peptide sequence is SVKINFEFV. The MHC is HLA-B08:01 with pseudo-sequence HLA-B08:01. The binding affinity (normalized) is 0.570.